This data is from Forward reaction prediction with 1.9M reactions from USPTO patents (1976-2016). The task is: Predict the product of the given reaction. (1) Given the reactants [NH2:1][C:2]1[CH:14]=[C:13]([C:15]2[CH:20]=[CH:19][CH:18]=[C:17]([Cl:21])[CH:16]=2)[CH:12]=[CH:11][C:3]=1[C:4]([O:6][C:7]([CH3:10])([CH3:9])[CH3:8])=[O:5].C(=O)([O-])[O-].[Cs+].[Cs+].I[C:29]1[CH:30]=[C:31]([OH:35])[CH:32]=[CH:33][CH:34]=1.C1(P(C2CCCCC2)C2C=CC=CC=2C2C(C(C)C)=CC(C(C)C)=CC=2C(C)C)CCCCC1.C(O)(=O)CC(CC(O)=O)(C(O)=O)O, predict the reaction product. The product is: [Cl:21][C:17]1[CH:16]=[C:15]([C:13]2[CH:12]=[CH:11][C:3]([C:4]([O:6][C:7]([CH3:9])([CH3:10])[CH3:8])=[O:5])=[C:2]([NH:1][C:29]3[CH:34]=[CH:33][CH:32]=[C:31]([OH:35])[CH:30]=3)[CH:14]=2)[CH:20]=[CH:19][CH:18]=1. (2) Given the reactants C1C2C(COC([NH:18][C@@H:19]([CH2:42][S:43][CH2:44][C@H:45]([O:61][C:62](=[O:74])[CH2:63][CH2:64][CH2:65][CH2:66][CH2:67][CH2:68][CH2:69][CH2:70][CH2:71][CH2:72][CH3:73])[CH2:46][O:47][C:48](=[O:60])[CH2:49][CH2:50][CH2:51][CH2:52][CH2:53][CH2:54][CH2:55][CH2:56][CH2:57][CH2:58][CH3:59])[C:20](=[O:41])[NH:21][CH2:22][CH2:23][O:24][CH2:25][CH2:26][O:27][CH2:28][CH2:29][C:30]([P:33](=[O:40])([O:37][CH2:38][CH3:39])[O:34][CH2:35][CH3:36])([F:32])[F:31])=O)C3C(=CC=CC=3)C=2C=CC=1.N1CCCCC1.C1(C)C=CC=CC=1, predict the reaction product. The product is: [NH2:18][C@@H:19]([CH2:42][S:43][CH2:44][C@H:45]([O:61][C:62](=[O:74])[CH2:63][CH2:64][CH2:65][CH2:66][CH2:67][CH2:68][CH2:69][CH2:70][CH2:71][CH2:72][CH3:73])[CH2:46][O:47][C:48](=[O:60])[CH2:49][CH2:50][CH2:51][CH2:52][CH2:53][CH2:54][CH2:55][CH2:56][CH2:57][CH2:58][CH3:59])[C:20](=[O:41])[NH:21][CH2:22][CH2:23][O:24][CH2:25][CH2:26][O:27][CH2:28][CH2:29][C:30]([P:33](=[O:40])([O:37][CH2:38][CH3:39])[O:34][CH2:35][CH3:36])([F:32])[F:31]. (3) Given the reactants [Cl:1][C:2]1[CH:3]=[N:4][C:5]2[N:6]([N:8]=[C:9]([C:11]([OH:13])=O)[CH:10]=2)[CH:7]=1.[Cl:14][C:15]1[CH:24]=[CH:23][CH:22]=[C:21]2[C:16]=1[CH2:17][CH2:18][NH:19][N:20]2[CH3:25], predict the reaction product. The product is: [Cl:14][C:15]1[CH:24]=[CH:23][CH:22]=[C:21]2[C:16]=1[CH2:17][CH2:18][N:19]([C:11]([C:9]1[CH:10]=[C:5]3[N:4]=[CH:3][C:2]([Cl:1])=[CH:7][N:6]3[N:8]=1)=[O:13])[N:20]2[CH3:25]. (4) Given the reactants [N+](=C)=[N-].[CH2:4]([O:6][C:7]1[CH:12]=[CH:11][C:10](/[CH:13]=[CH:14]/[C:15]([O:17][CH3:18])=[O:16])=[CH:9][CH:8]=1)[CH3:5].[OH-].[K+].[CH2:21](OCCOCCO)C.C(O)(C)C.C(=O)=O.C(O)CO.C(=O)=O.CC1C=CC(S(N(N=O)C)(=O)=O)=CC=1, predict the reaction product. The product is: [CH2:4]([O:6][C:7]1[CH:12]=[CH:11][C:10]([C@@H:13]2[CH2:21][C@H:14]2[C:15]([O:17][CH3:18])=[O:16])=[CH:9][CH:8]=1)[CH3:5].